This data is from Catalyst prediction with 721,799 reactions and 888 catalyst types from USPTO. The task is: Predict which catalyst facilitates the given reaction. (1) Reactant: [CH2:1]([O:3][C:4]1[CH:5]=[CH:6][C:7]([O:10][C:11]2[CH:12]=[C:13]([CH:28]=[CH:29][CH:30]=2)[CH:14]=[C:15]2[CH2:20][CH2:19][N:18](C(OC(C)(C)C)=O)[CH2:17][CH2:16]2)=[N:8][CH:9]=1)[CH3:2].C(O)(C(F)(F)F)=O. Product: [CH2:1]([O:3][C:4]1[CH:5]=[CH:6][C:7]([O:10][C:11]2[CH:30]=[CH:29][CH:28]=[C:13]([CH:14]=[C:15]3[CH2:20][CH2:19][NH:18][CH2:17][CH2:16]3)[CH:12]=2)=[N:8][CH:9]=1)[CH3:2]. The catalyst class is: 2. (2) Reactant: [Li][CH2:2][CH2:3][CH2:4][CH3:5].O=C1[CH2:13][C@H:12]2[N:14]([C:15]([O:17][C:18]([CH3:21])([CH3:20])[CH3:19])=[O:16])[C@H]([CH2:10][CH2:11]2)C1. Product: [CH2:5]=[C:4]1[CH2:13][CH:12]2[N:14]([C:15]([O:17][C:18]([CH3:20])([CH3:19])[CH3:21])=[O:16])[CH:2]([CH2:10][CH2:11]2)[CH2:3]1. The catalyst class is: 307. (3) Reactant: [CH:1](OCC)(OCC)[O:2]CC.[NH2:11][C:12]1[N:13]=[C:14]([C:24]2[CH:29]=[CH:28][C:27]([CH3:30])=[CH:26][C:25]=2[CH3:31])[C:15]2[CH:20]=[C:19]([C:21]([NH2:23])=[NH:22])[S:18][C:16]=2[N:17]=1.B(F)(F)F.CCOCC.ClCCl. Product: [CH3:31][C:25]1[CH:26]=[C:27]([CH3:30])[CH:28]=[CH:29][C:24]=1[C:14]1[C:15]2[CH:20]=[C:19]([C:21]3[N:23]=[CH:1][O:2][N:22]=3)[S:18][C:16]=2[N:17]=[C:12]([NH2:11])[N:13]=1. The catalyst class is: 12. (4) Reactant: [NH2:1][C:2]1[CH:7]=[CH:6][CH:5]=[CH:4][C:3]=1[CH2:8][CH2:9][C@H:10]1[N:15]([C:16]([O:18][C:19]([CH3:22])([CH3:21])[CH3:20])=[O:17])[CH2:14][C@@H:13]([CH2:23][CH2:24][C:25]2[CH:30]=[CH:29][CH:28]=[CH:27][C:26]=2[NH:31][C:32](=[O:52])[C@@H:33]([NH:47][C:48]([O:50][CH3:51])=[O:49])[CH:34]([C:41]2[CH:46]=[CH:45][CH:44]=[CH:43][CH:42]=2)[C:35]2[CH:40]=[CH:39][CH:38]=[CH:37][CH:36]=2)[O:12][CH2:11]1.C(N(CC)CC)C.[C:60]1([CH2:66][S:67](Cl)(=[O:69])=[O:68])[CH:65]=[CH:64][CH:63]=[CH:62][CH:61]=1.C(=O)(O)[O-].[Na+]. Product: [CH2:66]([S:67]([NH:1][C:2]1[CH:7]=[CH:6][CH:5]=[CH:4][C:3]=1[CH2:8][CH2:9][C@H:10]1[N:15]([C:16]([O:18][C:19]([CH3:20])([CH3:21])[CH3:22])=[O:17])[CH2:14][C@@H:13]([CH2:23][CH2:24][C:25]2[CH:30]=[CH:29][CH:28]=[CH:27][C:26]=2[NH:31][C:32](=[O:52])[C@H:33]([CH:34]([C:41]2[CH:46]=[CH:45][CH:44]=[CH:43][CH:42]=2)[C:35]2[CH:36]=[CH:37][CH:38]=[CH:39][CH:40]=2)[NH:47][C:48]([O:50][CH3:51])=[O:49])[O:12][CH2:11]1)(=[O:69])=[O:68])[C:60]1[CH:65]=[CH:64][CH:63]=[CH:62][CH:61]=1. The catalyst class is: 124. (5) Reactant: [Cl:1][C:2]1[CH:7]=[CH:6][N:5]=[C:4]([CH2:8][O:9][C:10]2[CH:18]=[CH:17][C:13]([C:14]([OH:16])=O)=[CH:12][CH:11]=2)[CH:3]=1.N1C=CC=CC=1.[NH:25]1[CH:29]=[CH:28][N:27]=[C:26]1[C:30]1[CH:31]=[CH:32][C:33]([CH3:37])=[C:34]([CH:36]=1)[NH2:35]. Product: [NH:25]1[CH:29]=[CH:28][N:27]=[C:26]1[C:30]1[CH:31]=[CH:32][C:33]([CH3:37])=[C:34]([NH:35][C:14](=[O:16])[C:13]2[CH:12]=[CH:11][C:10]([O:9][CH2:8][C:4]3[CH:3]=[C:2]([Cl:1])[CH:7]=[CH:6][N:5]=3)=[CH:18][CH:17]=2)[CH:36]=1. The catalyst class is: 820. (6) Reactant: Cl.[CH2:2]([NH:5][C:6]1[CH:11]=[CH:10][N:9]=[CH:8][C:7]=1[N+:12]([O-])=O)[CH:3]=[CH2:4].[Sn](Cl)(Cl)(Cl)[Cl:16]. Product: [CH2:2]([NH:5][C:6]1[CH:11]=[CH:10][N:9]=[C:8]([Cl:16])[C:7]=1[NH2:12])[CH:3]=[CH2:4]. The catalyst class is: 6. (7) Reactant: [F:1][C:2]1[CH:7]=[CH:6][CH:5]=[C:4]([F:8])[C:3]=1[NH:9][C:10]([C:12]1[CH:16]=[CH:15][N:14]([CH2:17][C:18]2[CH:23]=[CH:22][CH:21]=[CH:20][C:19]=2[OH:24])[N:13]=1)=[O:11].C(=O)([O-])[O-].[Cs+].[Cs+].[C:31]([C:35]1[CH:36]=[C:37]([CH:40]=[C:41]([C:43]([CH3:46])([CH3:45])[CH3:44])[CH:42]=1)[CH2:38]Br)([CH3:34])([CH3:33])[CH3:32]. Product: [CH3:46][C:43]([C:41]1[CH:40]=[C:37]([CH2:38][O:24][C:19]2[CH:20]=[CH:21][CH:22]=[CH:23][C:18]=2[CH2:17][N:14]2[CH:15]=[CH:16][C:12]([C:10]([NH:9][C:3]3[C:2]([F:1])=[CH:7][CH:6]=[CH:5][C:4]=3[F:8])=[O:11])=[N:13]2)[CH:36]=[C:35]([C:31]([CH3:34])([CH3:33])[CH3:32])[CH:42]=1)([CH3:44])[CH3:45]. The catalyst class is: 623.